Dataset: Reaction yield outcomes from USPTO patents with 853,638 reactions. Task: Predict the reaction yield, written as a fraction of the theoretical maximum amount of product (1.0 means a 100% yield; for example, 0.34 means a 34% yield). (1) The reactants are [CH3:1][S:2](Cl)(=[O:4])=[O:3].[OH:6][CH2:7][CH2:8][C:9]1[CH:16]=[CH:15][C:12]([C:13]#[N:14])=[CH:11][CH:10]=1.C(N(CC)CC)C.O. The catalyst is C(Cl)Cl. The product is [CH3:1][S:2]([O:6][CH2:7][CH2:8][C:9]1[CH:16]=[CH:15][C:12]([C:13]#[N:14])=[CH:11][CH:10]=1)(=[O:4])=[O:3]. The yield is 1.00. (2) The reactants are [Cl:1][C:2]1[C:7]([O:8][CH3:9])=[CH:6][C:5]([O:10][CH3:11])=[C:4]([Cl:12])[C:3]=1[C:13]1[C:24](=[O:25])[N:23]([CH2:26][CH2:27][N:28]([CH2:35][CH3:36])[CH:29]2[CH2:34][CH2:33][NH:32][CH2:31][CH2:30]2)[C:16]2[N:17]=[C:18]([NH:21][CH3:22])[N:19]=[CH:20][C:15]=2[CH:14]=1.[C:37](Cl)(=[O:40])[CH:38]=[CH2:39]. The catalyst is C(Cl)Cl.CO. The product is [C:37]([N:32]1[CH2:31][CH2:30][CH:29]([N:28]([CH2:35][CH3:36])[CH2:27][CH2:26][N:23]2[C:16]3[N:17]=[C:18]([NH:21][CH3:22])[N:19]=[CH:20][C:15]=3[CH:14]=[C:13]([C:3]3[C:2]([Cl:1])=[C:7]([O:8][CH3:9])[CH:6]=[C:5]([O:10][CH3:11])[C:4]=3[Cl:12])[C:24]2=[O:25])[CH2:34][CH2:33]1)(=[O:40])[CH:38]=[CH2:39]. The yield is 0.120. (3) The reactants are [Br:1][C:2]1[CH:7]=[CH:6][C:5]([NH:8][C:9]2[CH:14]=[CH:13][CH:12]=[CH:11][C:10]=2[N+:15]([O-])=O)=[CH:4][CH:3]=1.S(S([O-])=O)([O-])=O.[Na+].[Na+].C(=O)([O-])O.[Na+].[C:31](Cl)(=[O:38])[C:32]1[CH:37]=[CH:36][CH:35]=[CH:34][CH:33]=1. The catalyst is C(OCC)(=O)C.O.O1CCCC1. The product is [Br:1][C:2]1[CH:7]=[CH:6][C:5]([NH:8][C:9]2[CH:14]=[CH:13][CH:12]=[CH:11][C:10]=2[NH:15][C:31](=[O:38])[C:32]2[CH:37]=[CH:36][CH:35]=[CH:34][CH:33]=2)=[CH:4][CH:3]=1. The yield is 0.450. (4) The reactants are C([O:8][C:9]1[CH:17]=[C:16]2[C:12]([CH:13]=[CH:14][N:15]2[C:18]2[N:22]([CH3:23])[N:21]=[C:20]([CH3:24])[C:19]=2/[CH:25]=[CH:26]/[C:27]([O:29][CH2:30][CH3:31])=[O:28])=[CH:11][CH:10]=1)C1C=CC=CC=1.B(Br)(Br)Br. The catalyst is ClCCl. The product is [OH:8][C:9]1[CH:17]=[C:16]2[C:12]([CH:13]=[CH:14][N:15]2[C:18]2[N:22]([CH3:23])[N:21]=[C:20]([CH3:24])[C:19]=2/[CH:25]=[CH:26]/[C:27]([O:29][CH2:30][CH3:31])=[O:28])=[CH:11][CH:10]=1. The yield is 0.760. (5) The reactants are [CH3:1][O:2][C:3]([CH:5]1[CH2:10][CH2:9][CH:8](C(O)=O)[CH2:7][CH2:6]1)=[O:4].C([N:16]([CH2:19]C)CC)C.ClC(OCC)=[O:23]. The catalyst is C(Cl)(Cl)Cl. The product is [CH3:1][O:2][C:3]([C:5]1([C:19](=[O:23])[NH2:16])[CH2:6][CH2:7][CH2:8][CH2:9][CH2:10]1)=[O:4]. The yield is 0.720. (6) The reactants are Cl[C:2]1[C:7]([O:8][CH3:9])=[C:6]([Cl:10])[N:5]=[CH:4][N:3]=1.[C:11]([O:15][C:16]([N:18]1[CH2:23][CH2:22][CH:21]([OH:24])[CH2:20][CH2:19]1)=[O:17])([CH3:14])([CH3:13])[CH3:12].CC(C)([O-])C.[K+].[Cl-].[NH4+]. The catalyst is C1COCC1. The product is [C:11]([O:15][C:16]([N:18]1[CH2:23][CH2:22][CH:21]([O:24][C:2]2[C:7]([O:8][CH3:9])=[C:6]([Cl:10])[N:5]=[CH:4][N:3]=2)[CH2:20][CH2:19]1)=[O:17])([CH3:14])([CH3:12])[CH3:13]. The yield is 0.948.